From a dataset of NCI-60 drug combinations with 297,098 pairs across 59 cell lines. Regression. Given two drug SMILES strings and cell line genomic features, predict the synergy score measuring deviation from expected non-interaction effect. (1) Drug 1: CC1CCC2CC(C(=CC=CC=CC(CC(C(=O)C(C(C(=CC(C(=O)CC(OC(=O)C3CCCCN3C(=O)C(=O)C1(O2)O)C(C)CC4CCC(C(C4)OC)O)C)C)O)OC)C)C)C)OC. Drug 2: CCN(CC)CCCC(C)NC1=C2C=C(C=CC2=NC3=C1C=CC(=C3)Cl)OC. Cell line: MDA-MB-435. Synergy scores: CSS=21.0, Synergy_ZIP=-4.62, Synergy_Bliss=-1.24, Synergy_Loewe=-1.20, Synergy_HSA=-1.02. (2) Drug 1: CCCCCOC(=O)NC1=NC(=O)N(C=C1F)C2C(C(C(O2)C)O)O. Drug 2: CC(C)CN1C=NC2=C1C3=CC=CC=C3N=C2N. Cell line: MDA-MB-435. Synergy scores: CSS=-10.4, Synergy_ZIP=7.71, Synergy_Bliss=7.04, Synergy_Loewe=-4.47, Synergy_HSA=-4.60.